Dataset: Reaction yield outcomes from USPTO patents with 853,638 reactions. Task: Predict the reaction yield, written as a fraction of the theoretical maximum amount of product (1.0 means a 100% yield; for example, 0.34 means a 34% yield). (1) The reactants are [C:1](OCC)(=O)[CH2:2][CH3:3].O.[NH2:9][NH2:10].C(S[C:14]([C:24]1[CH:29]=[CH:28][C:27]([F:30])=[CH:26][CH:25]=1)=[N:15][C:16]1[C:21]([CH3:22])=[CH:20][CH:19]=[CH:18][C:17]=1[CH3:23])C. The catalyst is C(O)CCC. The product is [CH3:23][C:17]1[CH:18]=[CH:19][CH:20]=[C:21]([CH3:22])[C:16]=1[N:15]1[C:14]([C:24]2[CH:29]=[CH:28][C:27]([F:30])=[CH:26][CH:25]=2)=[N:10][N:9]=[C:1]1[CH2:2][CH3:3]. The yield is 0.110. (2) The reactants are Cl[CH2:2][C:3]([N:5]1[CH2:10][CH2:9][N:8]([CH2:11][C:12]2[O:13][C:14]3[CH:20]=[CH:19][C:18]([C:21]([F:24])([F:23])[F:22])=[CH:17][C:15]=3[CH:16]=2)[CH2:7][CH2:6]1)=[O:4].C(=O)([O-])[O-].[K+].[K+].[N+:31]([C:34]1[CH:39]=[CH:38][C:37]([NH:40][C:41]2[CH:46]=[CH:45][C:44]([OH:47])=[CH:43][CH:42]=2)=[CH:36][C:35]=1[C:48]([F:51])([F:50])[F:49])([O-:33])=[O:32]. The catalyst is C(#N)C. The product is [N+:31]([C:34]1[CH:39]=[CH:38][C:37]([NH:40][C:41]2[CH:42]=[CH:43][C:44]([O:47][CH2:2][C:3]([N:5]3[CH2:10][CH2:9][N:8]([CH2:11][C:12]4[O:13][C:14]5[CH:20]=[CH:19][C:18]([C:21]([F:24])([F:23])[F:22])=[CH:17][C:15]=5[CH:16]=4)[CH2:7][CH2:6]3)=[O:4])=[CH:45][CH:46]=2)=[CH:36][C:35]=1[C:48]([F:49])([F:50])[F:51])([O-:33])=[O:32]. The yield is 0.730.